Dataset: Full USPTO retrosynthesis dataset with 1.9M reactions from patents (1976-2016). Task: Predict the reactants needed to synthesize the given product. (1) Given the product [NH2:1][C:2]1[N:11]=[CH:10][C:9]2[C:8]([NH:19][CH2:18][C:17]3[CH:20]=[CH:21][CH:22]=[C:15]([Br:14])[CH:16]=3)=[N:7][CH:6]=[N:5][C:4]=2[CH:3]=1, predict the reactants needed to synthesize it. The reactants are: [NH2:1][C:2]1[N:11]=[CH:10][C:9]2[C:8](SC)=[N:7][CH:6]=[N:5][C:4]=2[CH:3]=1.[Br:14][C:15]1[CH:16]=[C:17]([CH:20]=[CH:21][CH:22]=1)[CH2:18][NH2:19]. (2) Given the product [Cl:3][C:4]1[CH:5]=[C:6]([C:14]2[O:18][N:17]=[C:16]([C:19]3[C:20]([CH2:33][CH3:34])=[C:21]([CH2:25][CH2:26][CH2:27][C:28]([OH:30])=[O:29])[CH:22]=[CH:23][CH:24]=3)[N:15]=2)[CH:7]=[CH:8][C:9]=1[O:10][CH:11]([CH3:12])[CH3:13], predict the reactants needed to synthesize it. The reactants are: [OH-].[Na+].[Cl:3][C:4]1[CH:5]=[C:6]([C:14]2[O:18][N:17]=[C:16]([C:19]3[C:20]([CH2:33][CH3:34])=[C:21]([CH2:25][CH2:26][CH2:27][C:28]([O:30]CC)=[O:29])[CH:22]=[CH:23][CH:24]=3)[N:15]=2)[CH:7]=[CH:8][C:9]=1[O:10][CH:11]([CH3:13])[CH3:12].Cl. (3) Given the product [CH3:8][C:9]1[CH:14]=[CH:13][C:12]([S:15]([O:38][C:30]2[C:31]3[C:36](=[N:35][CH:34]=[C:33]([Br:37])[CH:32]=3)[N:27]([O:26][CH2:19][C:20]3[CH:25]=[CH:24][CH:23]=[CH:22][CH:21]=3)[C:28](=[O:51])[C:29]=2[C:39](=[O:40])[NH:41][CH2:42][C:43]2[CH:48]=[CH:47][C:46]([F:49])=[CH:45][C:44]=2[F:50])(=[O:17])=[O:16])=[CH:11][CH:10]=1, predict the reactants needed to synthesize it. The reactants are: C(N(CC)CC)C.[CH3:8][C:9]1[CH:14]=[CH:13][C:12]([S:15](Cl)(=[O:17])=[O:16])=[CH:11][CH:10]=1.[CH2:19]([O:26][N:27]1[C:36]2[C:31](=[CH:32][C:33]([Br:37])=[CH:34][N:35]=2)[C:30]([OH:38])=[C:29]([C:39]([NH:41][CH2:42][C:43]2[CH:48]=[CH:47][C:46]([F:49])=[CH:45][C:44]=2[F:50])=[O:40])[C:28]1=[O:51])[C:20]1[CH:25]=[CH:24][CH:23]=[CH:22][CH:21]=1. (4) Given the product [Cl:1][C:2]1[CH:3]=[C:4]([NH:8][C:9]2[CH:17]=[C:16]([CH:18]([CH3:20])[CH3:19])[C:12]([C:13]([NH:33][CH:29]3[CH2:32][CH2:31][CH2:30]3)=[O:15])=[CH:11][N:10]=2)[CH:5]=[CH:6][CH:7]=1, predict the reactants needed to synthesize it. The reactants are: [Cl:1][C:2]1[CH:3]=[C:4]([NH:8][C:9]2[CH:17]=[C:16]([CH:18]([CH3:20])[CH3:19])[C:12]([C:13]([OH:15])=O)=[CH:11][N:10]=2)[CH:5]=[CH:6][CH:7]=1.C(N1CCOCC1)C.[CH:29]1([NH2:33])[CH2:32][CH2:31][CH2:30]1.O.ON1C2C=CC=CC=2N=N1.Cl.CN(C)CCCN=C=NCC. (5) Given the product [C:1]([N:4]1[C:13]2[C:8](=[CH:9][C:10]([Br:14])=[C:11]([N+:22]([O-:24])=[O:23])[CH:12]=2)[N:7]([C:15]([O:17][CH:18]([CH3:20])[CH3:19])=[O:16])[CH2:6][C@@H:5]1[CH3:21])(=[O:3])[CH3:2], predict the reactants needed to synthesize it. The reactants are: [C:1]([N:4]1[C:13]2[C:8](=[CH:9][C:10]([Br:14])=[CH:11][CH:12]=2)[N:7]([C:15]([O:17][CH:18]([CH3:20])[CH3:19])=[O:16])[CH2:6][C@@H:5]1[CH3:21])(=[O:3])[CH3:2].[N+:22]([O-])([OH:24])=[O:23]. (6) Given the product [F:1][C:2]([F:24])([F:25])[C:3]1[CH:19]=[C:18]([C:20]([F:23])([F:22])[F:21])[CH:17]=[CH:16][C:4]=1[CH2:5][O:6][C:7]1[CH:14]=[CH:13][C:10](/[CH:11]=[C:30]2/[C:29](=[O:31])[NH:28][C:27](=[O:32])[S:26]/2)=[C:9]([CH3:15])[CH:8]=1, predict the reactants needed to synthesize it. The reactants are: [F:1][C:2]([F:25])([F:24])[C:3]1[CH:19]=[C:18]([C:20]([F:23])([F:22])[F:21])[CH:17]=[CH:16][C:4]=1[CH2:5][O:6][C:7]1[CH:14]=[CH:13][C:10]([CH:11]=O)=[C:9]([CH3:15])[CH:8]=1.[S:26]1[CH2:30][C:29](=[O:31])[NH:28][C:27]1=[O:32].N1CCCCC1. (7) Given the product [F:11][C:4]1[CH:3]=[C:2]([C:20]2[CH:19]=[CH:18][C:16]([NH2:17])=[C:15]([N+:12]([O-:14])=[O:13])[CH:21]=2)[CH:7]=[CH:6][C:5]=1[N+:8]([O-:10])=[O:9], predict the reactants needed to synthesize it. The reactants are: Br[C:2]1[CH:7]=[CH:6][C:5]([N+:8]([O-:10])=[O:9])=[C:4]([F:11])[CH:3]=1.[N+:12]([C:15]1[CH:21]=[C:20](B2OC(C)(C)C(C)(C)O2)[CH:19]=[CH:18][C:16]=1[NH2:17])([O-:14])=[O:13]. (8) Given the product [CH2:29]([O:22][CH2:21][CH2:20][C@@H:19]([C:24]([OH:26])=[O:25])[NH:18][C:1]([O:3][CH2:4][CH:5]1[C:6]2[C:11](=[CH:10][CH:9]=[CH:8][CH:7]=2)[C:12]2[C:17]1=[CH:16][CH:15]=[CH:14][CH:13]=2)=[O:2])[C:30]1[CH:35]=[CH:34][CH:33]=[CH:32][CH:31]=1, predict the reactants needed to synthesize it. The reactants are: [C:1]([NH:18][C@H:19]([C:24]([OH:26])=[O:25])[CH2:20][C:21](O)=[O:22])([O:3][CH2:4][CH:5]1[C:17]2[C:12](=[CH:13][CH:14]=[CH:15][CH:16]=2)[C:11]2[C:6]1=[CH:7][CH:8]=[CH:9][CH:10]=2)=[O:2].[BH4-].[Na+].[CH2:29](Br)[C:30]1[CH:35]=[CH:34][CH:33]=[CH:32][CH:31]=1. (9) The reactants are: [Cl:1][C:2]1[CH:7]=[CH:6][C:5]([CH:8](O)[C:9]2[C:10]([C:17]([O:19][CH2:20][CH3:21])=[O:18])=[N:11][N:12]([CH:14]([CH3:16])[CH3:15])[CH:13]=2)=[CH:4][CH:3]=1.[NH2:23][C:24]1[CH:25]=[C:26]([CH3:32])[C:27](=[O:31])[N:28]([CH3:30])[CH:29]=1. Given the product [Cl:1][C:2]1[CH:7]=[CH:6][C:5]([CH:8]([NH:23][C:24]2[CH:25]=[C:26]([CH3:32])[C:27](=[O:31])[N:28]([CH3:30])[CH:29]=2)[C:9]2[C:10]([C:17]([O:19][CH2:20][CH3:21])=[O:18])=[N:11][N:12]([CH:14]([CH3:16])[CH3:15])[CH:13]=2)=[CH:4][CH:3]=1, predict the reactants needed to synthesize it. (10) Given the product [CH:38]([O:41][CH2:42][CH2:43][NH:44][S:26]([NH:29][C:30](=[O:31])[O:24][CH2:23][CH2:22][CH2:21][C:11]1[CH:12]=[CH:13][C:14]([O:16][CH2:17][CH2:18][O:19][CH3:20])=[CH:15][C:10]=1[O:9][C:3]1[C:2]([Cl:1])=[CH:7][C:6]([Cl:8])=[CH:5][N:4]=1)(=[O:28])=[O:27])([CH3:40])[CH3:39], predict the reactants needed to synthesize it. The reactants are: [Cl:1][C:2]1[C:3]([O:9][C:10]2[CH:15]=[C:14]([O:16][CH2:17][CH2:18][O:19][CH3:20])[CH:13]=[CH:12][C:11]=2[CH2:21][CH2:22][CH2:23][OH:24])=[N:4][CH:5]=[C:6]([Cl:8])[CH:7]=1.Cl[S:26]([N:29]=[C:30]=[O:31])(=[O:28])=[O:27].N1C=CC=CC=1.[CH:38]([O:41][CH2:42][CH2:43][NH2:44])([CH3:40])[CH3:39].